This data is from HIV replication inhibition screening data with 41,000+ compounds from the AIDS Antiviral Screen. The task is: Binary Classification. Given a drug SMILES string, predict its activity (active/inactive) in a high-throughput screening assay against a specified biological target. (1) The molecule is O=c1[nH]nc(-c2ccc([N+](=O)[O-])cc2)[nH]1. The result is 0 (inactive). (2) The molecule is O=c1oc2ccccc2n1P(=O)(N1CCOCC1)N1CCOCC1. The result is 0 (inactive).